This data is from Reaction yield outcomes from USPTO patents with 853,638 reactions. The task is: Predict the reaction yield, written as a fraction of the theoretical maximum amount of product (1.0 means a 100% yield; for example, 0.34 means a 34% yield). (1) The reactants are [CH:1]12[CH2:10][CH:5]3[CH2:6][CH:7]([CH2:9][CH:3]([CH2:4]3)[C:2]1=[S:11])[CH2:8]2.[C-:12]#[N:13].[Na+]. The catalyst is C1COCC1.C(O)C. The product is [SH:11][C:2]1([C:12]#[N:13])[CH:3]2[CH2:9][CH:7]3[CH2:6][CH:5]([CH2:10][CH:1]1[CH2:8]3)[CH2:4]2. The yield is 1.00. (2) The reactants are [CH3:1]C(C)([O-])C.[K+].[Br:7][C:8]1[CH:9]=[C:10]2[C:15](=[CH:16][CH:17]=1)[N:14]=[C:13]([C:18](=O)[CH3:19])[CH:12]=[CH:11]2. The catalyst is [Br-].C[P+](C1C=CC=CC=1)(C1C=CC=CC=1)C1C=CC=CC=1.C1COCC1. The product is [Br:7][C:8]1[CH:9]=[C:10]2[C:15](=[CH:16][CH:17]=1)[N:14]=[C:13]([C:18]([CH3:19])=[CH2:1])[CH:12]=[CH:11]2. The yield is 0.950. (3) The reactants are [OH:1][C@H:2]1[CH2:19][CH2:18][C@@:17]2([CH3:20])[C@@H:4]([CH2:5][CH2:6][C@:7]3([CH3:46])[C@@H:16]2[CH2:15][CH2:14][C@H:13]2[C@@:8]3([CH3:45])[CH2:9][CH2:10][C@@:11]3([C:27]([N:29]4[CH2:33][CH2:32][CH2:31][C@@H:30]4[C:34]4[O:38][N:37]=[C:36]([C:39]5[CH:44]=[CH:43][CH:42]=[CH:41][CH:40]=5)[N:35]=4)=[O:28])[CH2:23][CH2:22][C@@H:21]([C:24]([CH3:26])=[CH2:25])[C@@H:12]32)[C:3]1([CH3:48])[CH3:47].Cl[C:50]1[CH:76]=[C:75](Cl)[CH:74]=[C:73](Cl)[C:51]=1[C:52]([O:54][C:55]([C@H:57]1[CH2:60][C@@H:59]([C:61](OCC2C=CC=CC=2)=[O:62])[C:58]1([CH3:72])[CH3:71])=[O:56])=O. The catalyst is C1(C)C=CC=CC=1.CN(C1C=CN=CC=1)C.ClCCl. The product is [CH3:71][C:58]1([CH3:72])[CH:59]([C:61]([O:1][C@H:2]2[CH2:19][CH2:18][C@@:17]3([CH3:20])[C@@H:4]([CH2:5][CH2:6][C@:7]4([CH3:46])[C@@H:16]3[CH2:15][CH2:14][C@H:13]3[C@@:8]4([CH3:45])[CH2:9][CH2:10][C@@:11]4([C:27]([N:29]5[CH2:33][CH2:32][CH2:31][C@@H:30]5[C:34]5[O:38][N:37]=[C:36]([C:39]6[CH:40]=[CH:41][CH:42]=[CH:43][CH:44]=6)[N:35]=5)=[O:28])[CH2:23][CH2:22][C@@H:21]([C:24]([CH3:26])=[CH2:25])[C@@H:12]43)[C:3]2([CH3:48])[CH3:47])=[O:62])[CH2:60][CH:57]1[C:55]([O:54][CH2:52][C:51]1[CH:50]=[CH:76][CH:75]=[CH:74][CH:73]=1)=[O:56]. The yield is 0.734. (4) The reactants are C[Si]([N-][Si](C)(C)C)(C)C.[Na+].[NH2:11][C:12]1[N:16](C(OC(C)(C)C)=O)[N:15]=[C:14]([CH2:24][CH2:25][C:26]2[CH:31]=[C:30]([O:32][CH3:33])[CH:29]=[C:28]([O:34][CH3:35])[CH:27]=2)[CH:13]=1.[CH3:36][C:37]1[CH:41]=[C:40]([CH2:42][NH:43][C:44]2[CH:53]=[CH:52][CH:51]=[CH:50][C:45]=2[C:46](OC)=[O:47])[O:39][N:38]=1. The catalyst is C1COCC1. The product is [CH3:33][O:32][C:30]1[CH:31]=[C:26]([CH2:25][CH2:24][C:14]2[NH:15][N:16]=[C:12]([NH:11][C:46](=[O:47])[C:45]3[CH:50]=[CH:51][CH:52]=[CH:53][C:44]=3[NH:43][CH2:42][C:40]3[O:39][N:38]=[C:37]([CH3:36])[CH:41]=3)[CH:13]=2)[CH:27]=[C:28]([O:34][CH3:35])[CH:29]=1. The yield is 0.100. (5) The reactants are [Cl:1][C:2]1[CH:3]=[C:4]([C:9]2[C:13]([CH:14]=O)=[C:12]([OH:16])[N:11]([CH3:17])[N:10]=2)[CH:5]=[C:6]([Cl:8])[CH:7]=1.C(=O)(O)[O-].[Na+]. The catalyst is O. The product is [Cl:8][C:6]1[CH:5]=[C:4]([C:9]2[C:13]([CH3:14])=[C:12]([OH:16])[N:11]([CH3:17])[N:10]=2)[CH:3]=[C:2]([Cl:1])[CH:7]=1. The yield is 0.460. (6) The reactants are C1C=CC(P(C2C=CC=CC=2)C2C=CC=CC=2)=CC=1.[Cl:20][C:21]1[CH:22]=[CH:23][C:24]([OH:27])=[N:25][CH:26]=1.C1C=CC(COC(/N=N/C(OCC2C=CC=CC=2)=O)=O)=CC=1.[CH2:50]([N:57]1[CH2:61][C@H:60]([C:62]2[CH:67]=[CH:66][C:65]([F:68])=[C:64]([Cl:69])[CH:63]=2)[C@@H:59]([C@H:70](O)[CH3:71])[CH2:58]1)[C:51]1[CH:56]=[CH:55][CH:54]=[CH:53][CH:52]=1. The catalyst is C1COCC1. The product is [CH2:50]([N:57]1[CH2:61][C@H:60]([C:62]2[CH:67]=[CH:66][C:65]([F:68])=[C:64]([Cl:69])[CH:63]=2)[C@@H:59]([C@@H:70]([O:27][C:24]2[CH:23]=[CH:22][C:21]([Cl:20])=[CH:26][N:25]=2)[CH3:71])[CH2:58]1)[C:51]1[CH:52]=[CH:53][CH:54]=[CH:55][CH:56]=1. The yield is 0.810.